Dataset: Peptide-MHC class II binding affinity with 134,281 pairs from IEDB. Task: Regression. Given a peptide amino acid sequence and an MHC pseudo amino acid sequence, predict their binding affinity value. This is MHC class II binding data. (1) The peptide sequence is EPIAPYHFDLSGHAF. The MHC is DRB1_0405 with pseudo-sequence DRB1_0405. The binding affinity (normalized) is 0.0993. (2) The peptide sequence is TFGAASNKAFAEGLS. The MHC is DRB4_0101 with pseudo-sequence DRB4_0103. The binding affinity (normalized) is 0.424. (3) The peptide sequence is RNMTLFSDLVAEKFI. The MHC is DRB1_0101 with pseudo-sequence DRB1_0101. The binding affinity (normalized) is 0.275. (4) The MHC is DRB4_0101 with pseudo-sequence DRB4_0103. The binding affinity (normalized) is 0.0784. The peptide sequence is EQCCTSICSLYQLEN. (5) The peptide sequence is AAESSSKAALTSKLD. The MHC is DRB1_0901 with pseudo-sequence DRB1_0901. The binding affinity (normalized) is 0.354. (6) The peptide sequence is EIVQFLEETFAAYDQ. The MHC is DRB1_1602 with pseudo-sequence DRB1_1602. The binding affinity (normalized) is 0.288. (7) The peptide sequence is EDLVRAYHAMSSTHE. The MHC is DRB5_0101 with pseudo-sequence DRB5_0101. The binding affinity (normalized) is 0.632. (8) The peptide sequence is ATSPTAEGGKATTEE. The MHC is HLA-DQA10102-DQB10502 with pseudo-sequence HLA-DQA10102-DQB10502. The binding affinity (normalized) is 0.122.